Dataset: Full USPTO retrosynthesis dataset with 1.9M reactions from patents (1976-2016). Task: Predict the reactants needed to synthesize the given product. (1) The reactants are: [H-].[Na+].Cl[CH2:4][CH2:5][NH:6][C:7]([NH:9][C:10]1[CH:15]=[CH:14][N:13]=[CH:12][CH:11]=1)=[O:8]. Given the product [N:13]1[CH:14]=[CH:15][C:10]([N:9]2[CH2:4][CH2:5][NH:6][C:7]2=[O:8])=[CH:11][CH:12]=1, predict the reactants needed to synthesize it. (2) Given the product [CH2:1]([O:3][C:4](=[O:17])[C:5]([CH3:6])([O:8][C:9]1[CH:14]=[CH:13][C:12]([O:15][CH2:31][CH2:30][C:20]2[N:21]=[C:22]([C:24]3[CH:29]=[CH:28][CH:27]=[CH:26][CH:25]=3)[O:23][C:19]=2[CH3:18])=[CH:11][C:10]=1[CH3:16])[CH3:7])[CH3:2], predict the reactants needed to synthesize it. The reactants are: [CH2:1]([O:3][C:4](=[O:17])[C:5]([O:8][C:9]1[CH:14]=[CH:13][C:12]([OH:15])=[CH:11][C:10]=1[CH3:16])([CH3:7])[CH3:6])[CH3:2].[CH3:18][C:19]1[O:23][C:22]([C:24]2[CH:29]=[CH:28][CH:27]=[CH:26][CH:25]=2)=[N:21][C:20]=1[CH2:30][CH2:31]OS(C1C=CC(C)=CC=1)(=O)=O.C([O-])([O-])=O.[Cs+].[Cs+]. (3) Given the product [F:1][C:2]1[CH:7]=[C:6]([C:8]([OH:11])([CH3:9])[CH3:10])[CH:5]=[C:4]([F:12])[C:3]=1[C:13]1[S:17][C:16]([NH:18][C:19]2[CH:24]=[CH:23][CH:22]=[C:21]([C:25](=[O:28])[CH2:26][F:27])[N:20]=2)=[C:15]([C:32]([NH2:34])=[O:33])[CH:14]=1, predict the reactants needed to synthesize it. The reactants are: [F:1][C:2]1[CH:7]=[C:6]([C:8]([OH:11])([CH3:10])[CH3:9])[CH:5]=[C:4]([F:12])[C:3]=1[C:13]1[S:17][C:16]([NH:18][C:19]2[CH:24]=[CH:23][CH:22]=[C:21]([C:25](OC)([O:28]C)[CH2:26][F:27])[N:20]=2)=[C:15]([C:32]([NH2:34])=[O:33])[CH:14]=1.Cl. (4) Given the product [Cl:11][C:12]1[CH:17]=[C:16]([N:6]2[CH2:7][CH2:8][O:9][CH2:10][C@H:5]2[CH:3]([CH3:4])[CH3:2])[N:15]=[C:14]([NH2:19])[N:13]=1, predict the reactants needed to synthesize it. The reactants are: Cl.[CH3:2][CH:3]([C@@H:5]1[CH2:10][O:9][CH2:8][CH2:7][NH:6]1)[CH3:4].[Cl:11][C:12]1[CH:17]=[C:16](Cl)[N:15]=[C:14]([NH2:19])[N:13]=1.CCN(C(C)C)C(C)C. (5) Given the product [N:6]1[CH:7]=[CH:8][C:3]([C:16]#[C:15][CH2:14][CH2:13][CH2:12][CH2:11][OH:17])=[CH:4][CH:5]=1, predict the reactants needed to synthesize it. The reactants are: Cl.Br[C:3]1[CH:8]=[CH:7][N:6]=[CH:5][CH:4]=1.[OH-].[Na+].[CH2:11]([OH:17])[CH2:12][CH2:13][CH2:14][C:15]#[CH:16]. (6) Given the product [Cl:1][C:2]1[C:3]([O:12][C:13]2[CH:18]=[C:17]([O:19][CH:20]([CH3:21])[CH3:22])[CH:16]=[CH:15][C:14]=2[CH2:23][CH2:24][CH2:25][O:26][C:28]2[C:32]([CH2:33][CH2:34][C:35]([OH:37])=[O:36])=[CH:31][N:30]([CH3:40])[N:29]=2)=[N:4][CH:5]=[C:6]([C:8]([F:11])([F:10])[F:9])[CH:7]=1, predict the reactants needed to synthesize it. The reactants are: [Cl:1][C:2]1[C:3]([O:12][C:13]2[CH:18]=[C:17]([O:19][CH:20]([CH3:22])[CH3:21])[CH:16]=[CH:15][C:14]=2[CH2:23][CH2:24][CH2:25][OH:26])=[N:4][CH:5]=[C:6]([C:8]([F:11])([F:10])[F:9])[CH:7]=1.O[C:28]1[C:32]([CH2:33][CH2:34][C:35]([O:37]CC)=[O:36])=[CH:31][N:30]([CH3:40])[N:29]=1.C(P(CCCC)CCCC)CCC.N(C(N1CCCCC1)=O)=NC(N1CCCCC1)=O.O1CCCC1CO.[OH-].[Na+].Cl.